From a dataset of Catalyst prediction with 721,799 reactions and 888 catalyst types from USPTO. Predict which catalyst facilitates the given reaction. (1) Product: [Cl:3][C:4]1[C:9]([C:10]2[N:14]([S:48]([C:44]3[CH:45]=[CH:46][CH:47]=[C:42]([F:41])[CH:43]=3)(=[O:50])=[O:49])[CH:13]=[C:12]([CH2:15][N:16]([CH3:24])[C:17](=[O:23])[O:18][C:19]([CH3:21])([CH3:22])[CH3:20])[C:11]=2[F:25])=[CH:8][CH:7]=[CH:6][N:5]=1. The catalyst class is: 30. Reactant: [H-].[Na+].[Cl:3][C:4]1[C:9]([C:10]2[NH:14][CH:13]=[C:12]([CH2:15][N:16]([CH3:24])[C:17](=[O:23])[O:18][C:19]([CH3:22])([CH3:21])[CH3:20])[C:11]=2[F:25])=[CH:8][CH:7]=[CH:6][N:5]=1.C1OCCOCCOCCOCCOC1.[F:41][C:42]1[CH:43]=[C:44]([S:48](Cl)(=[O:50])=[O:49])[CH:45]=[CH:46][CH:47]=1. (2) Product: [CH2:1]([O:3][C:4]([CH:6]1[CH2:11][N:10]([CH3:22])[CH2:9][CH2:8][N:7]1[S:12]([C:15]1[CH:16]=[CH:17][C:18]([F:21])=[CH:19][CH:20]=1)(=[O:13])=[O:14])=[O:5])[CH3:2]. Reactant: [CH2:1]([O:3][C:4]([CH:6]1[CH2:11][NH:10][CH2:9][CH2:8][N:7]1[S:12]([C:15]1[CH:20]=[CH:19][C:18]([F:21])=[CH:17][CH:16]=1)(=[O:14])=[O:13])=[O:5])[CH3:2].[C:22](=O)([O-])[O-].[K+].[K+].IC. The catalyst class is: 215. (3) Reactant: [OH:1][CH2:2][C:3]1[N:7]([CH2:8][CH2:9][CH2:10][CH2:11][CH2:12][CH2:13][CH2:14][CH3:15])[C:6](=[O:16])[N:5]([CH2:17][C:18]2[CH:23]=[CH:22][C:21]([CH3:24])=[CH:20][CH:19]=2)[N:4]=1.C([O:29][C:30](=[O:46])[C:31]([CH3:45])([O:33][C:34]1[CH:42]=[CH:41][C:37]([C:38](O)=[O:39])=[CH:36][C:35]=1[O:43][CH3:44])[CH3:32])(C)(C)C.C(Cl)CCl. Product: [CH3:44][O:43][C:35]1[CH:36]=[C:37]([C:38]([O:1][CH2:2][C:3]2[N:7]([CH2:8][CH2:9][CH2:10][CH2:11][CH2:12][CH2:13][CH2:14][CH3:15])[C:6](=[O:16])[N:5]([CH2:17][C:18]3[CH:23]=[CH:22][C:21]([CH3:24])=[CH:20][CH:19]=3)[N:4]=2)=[O:39])[CH:41]=[CH:42][C:34]=1[O:33][C:31]([CH3:45])([CH3:32])[C:30]([OH:46])=[O:29]. The catalyst class is: 79. (4) Reactant: [H-].[Al+3].[Li+].[H-].[H-].[H-].[CH3:7][C:8]([C:15]1[CH:20]=[C:19]([F:21])[CH:18]=[CH:17][C:16]=1[O:22][CH3:23])([CH3:14])[CH2:9][C:10](OC)=[O:11]. Product: [CH3:14][C:8]([C:15]1[CH:20]=[C:19]([F:21])[CH:18]=[CH:17][C:16]=1[O:22][CH3:23])([CH3:7])[CH2:9][CH2:10][OH:11]. The catalyst class is: 1. (5) Reactant: [Br:1][C:2]1[CH:7]=[CH:6][CH:5]=[C:4]([CH3:8])[N+:3]=1[O-].[N+:10]([O-])([OH:12])=[O:11].C(=O)(O)[O-].[Na+]. Product: [Br:1][C:2]1[CH:7]=[C:6]([N+:10]([O-:12])=[O:11])[CH:5]=[C:4]([CH3:8])[N:3]=1. The catalyst class is: 445. (6) Reactant: [F:1][CH:2]([F:34])[C:3]1[CH:12]=[C:11]2[C:6]([CH2:7][CH2:8][CH2:9][N:10]2[C:13]2[C:17]3[CH2:18][NH:19][CH2:20][CH2:21][C:16]=3[N:15]([C:22]3[CH:27]=[CH:26][CH:25]=[CH:24][CH:23]=3)[N:14]=2)=[CH:5][C:4]=1[C:28]1[CH:29]=[N:30][N:31]([CH3:33])[CH:32]=1.C(N(CC)CC)C.[CH3:42][NH:43][C:44](N1C=CN=C1)=[O:45]. Product: [F:34][CH:2]([F:1])[C:3]1[CH:12]=[C:11]2[C:6]([CH2:7][CH2:8][CH2:9][N:10]2[C:13]2[C:17]3[CH2:18][N:19]([C:44]([NH:43][CH3:42])=[O:45])[CH2:20][CH2:21][C:16]=3[N:15]([C:22]3[CH:27]=[CH:26][CH:25]=[CH:24][CH:23]=3)[N:14]=2)=[CH:5][C:4]=1[C:28]1[CH:29]=[N:30][N:31]([CH3:33])[CH:32]=1. The catalyst class is: 2.